Dataset: NCI-60 drug combinations with 297,098 pairs across 59 cell lines. Task: Regression. Given two drug SMILES strings and cell line genomic features, predict the synergy score measuring deviation from expected non-interaction effect. (1) Drug 1: C1=CC(=CC=C1CC(C(=O)O)N)N(CCCl)CCCl.Cl. Drug 2: C1C(C(OC1N2C=NC(=NC2=O)N)CO)O. Cell line: MCF7. Synergy scores: CSS=23.6, Synergy_ZIP=-6.12, Synergy_Bliss=-2.15, Synergy_Loewe=-1.02, Synergy_HSA=0.638. (2) Drug 1: CC1=C2C(C(=O)C3(C(CC4C(C3C(C(C2(C)C)(CC1OC(=O)C(C(C5=CC=CC=C5)NC(=O)OC(C)(C)C)O)O)OC(=O)C6=CC=CC=C6)(CO4)OC(=O)C)OC)C)OC. Drug 2: C1=NC2=C(N1)C(=S)N=CN2. Cell line: SR. Synergy scores: CSS=17.5, Synergy_ZIP=-17.1, Synergy_Bliss=-40.6, Synergy_Loewe=-41.2, Synergy_HSA=-38.2. (3) Synergy scores: CSS=14.9, Synergy_ZIP=1.83, Synergy_Bliss=4.40, Synergy_Loewe=-11.3, Synergy_HSA=-1.22. Drug 2: CN1C2=C(C=C(C=C2)N(CCCl)CCCl)N=C1CCCC(=O)O.Cl. Drug 1: C1CN1P(=S)(N2CC2)N3CC3. Cell line: CAKI-1. (4) Drug 1: C1CCC(CC1)NC(=O)N(CCCl)N=O. Drug 2: CCCCC(=O)OCC(=O)C1(CC(C2=C(C1)C(=C3C(=C2O)C(=O)C4=C(C3=O)C=CC=C4OC)O)OC5CC(C(C(O5)C)O)NC(=O)C(F)(F)F)O. Cell line: DU-145. Synergy scores: CSS=6.84, Synergy_ZIP=-1.52, Synergy_Bliss=0.613, Synergy_Loewe=0.314, Synergy_HSA=0.314.